Task: Regression. Given two drug SMILES strings and cell line genomic features, predict the synergy score measuring deviation from expected non-interaction effect.. Dataset: NCI-60 drug combinations with 297,098 pairs across 59 cell lines (1) Drug 1: C1=CC=C(C=C1)NC(=O)CCCCCCC(=O)NO. Drug 2: N.N.Cl[Pt+2]Cl. Cell line: SW-620. Synergy scores: CSS=34.0, Synergy_ZIP=-9.23, Synergy_Bliss=-0.295, Synergy_Loewe=-1.93, Synergy_HSA=0.195. (2) Drug 1: CNC(=O)C1=CC=CC=C1SC2=CC3=C(C=C2)C(=NN3)C=CC4=CC=CC=N4. Drug 2: C1=CC=C(C=C1)NC(=O)CCCCCCC(=O)NO. Cell line: MDA-MB-231. Synergy scores: CSS=18.6, Synergy_ZIP=19.9, Synergy_Bliss=19.2, Synergy_Loewe=9.59, Synergy_HSA=15.6. (3) Drug 1: CC1=C(C=C(C=C1)NC(=O)C2=CC=C(C=C2)CN3CCN(CC3)C)NC4=NC=CC(=N4)C5=CN=CC=C5. Drug 2: CC1=C2C(C(=O)C3(C(CC4C(C3C(C(C2(C)C)(CC1OC(=O)C(C(C5=CC=CC=C5)NC(=O)OC(C)(C)C)O)O)OC(=O)C6=CC=CC=C6)(CO4)OC(=O)C)O)C)O. Cell line: SK-MEL-5. Synergy scores: CSS=13.0, Synergy_ZIP=8.36, Synergy_Bliss=11.3, Synergy_Loewe=4.47, Synergy_HSA=5.26.